Dataset: Full USPTO retrosynthesis dataset with 1.9M reactions from patents (1976-2016). Task: Predict the reactants needed to synthesize the given product. The reactants are: [CH2:1]1[C:9]2[C:4](=[CH:5][C:6]([NH2:10])=[CH:7][CH:8]=2)[CH2:3][C:2]21[O:14][CH2:13][CH2:12][O:11]2.Cl[C:16]([O:18][C:19]1[CH:24]=[CH:23][CH:22]=[CH:21][CH:20]=1)=[O:17].C(N(CC)CC)C. Given the product [C:19]1([O:18][C:16](=[O:17])[NH:10][C:6]2[CH:5]=[C:4]3[C:9](=[CH:8][CH:7]=2)[CH2:1][C:2]2([O:11][CH2:12][CH2:13][O:14]2)[CH2:3]3)[CH:24]=[CH:23][CH:22]=[CH:21][CH:20]=1, predict the reactants needed to synthesize it.